Predict the product of the given reaction. From a dataset of Forward reaction prediction with 1.9M reactions from USPTO patents (1976-2016). The product is: [CH3:38][S:39]([O:27][CH2:26][C:23]1[O:24][CH:25]=[C:20]([O:19][CH2:18][CH2:17][CH2:16][CH2:15][CH2:14][O:13][C:6]2[C:5]3[C:10](=[CH:11][CH:12]=[C:3]([C:2]([F:1])([F:29])[F:30])[CH:4]=3)[N:9]=[CH:8][CH:7]=2)[C:21](=[O:28])[CH:22]=1)(=[O:41])=[O:40]. Given the reactants [F:1][C:2]([F:30])([F:29])[C:3]1[CH:4]=[C:5]2[C:10](=[CH:11][CH:12]=1)[N:9]=[CH:8][CH:7]=[C:6]2[O:13][CH2:14][CH2:15][CH2:16][CH2:17][CH2:18][O:19][C:20]1[C:21](=[O:28])[CH:22]=[C:23]([CH2:26][OH:27])[O:24][CH:25]=1.C(N(CC)CC)C.[CH3:38][S:39](Cl)(=[O:41])=[O:40], predict the reaction product.